Dataset: NCI-60 drug combinations with 297,098 pairs across 59 cell lines. Task: Regression. Given two drug SMILES strings and cell line genomic features, predict the synergy score measuring deviation from expected non-interaction effect. (1) Drug 1: CC1=C2C(C(=O)C3(C(CC4C(C3C(C(C2(C)C)(CC1OC(=O)C(C(C5=CC=CC=C5)NC(=O)OC(C)(C)C)O)O)OC(=O)C6=CC=CC=C6)(CO4)OC(=O)C)OC)C)OC. Drug 2: C1=CC=C(C=C1)NC(=O)CCCCCCC(=O)NO. Cell line: K-562. Synergy scores: CSS=61.3, Synergy_ZIP=3.65, Synergy_Bliss=3.65, Synergy_Loewe=-8.55, Synergy_HSA=6.57. (2) Drug 1: CC1=C(C(=CC=C1)Cl)NC(=O)C2=CN=C(S2)NC3=CC(=NC(=N3)C)N4CCN(CC4)CCO. Drug 2: C1CCC(C(C1)N)N.C(=O)(C(=O)[O-])[O-].[Pt+4]. Cell line: T-47D. Synergy scores: CSS=15.0, Synergy_ZIP=-7.59, Synergy_Bliss=0.585, Synergy_Loewe=0.864, Synergy_HSA=2.00. (3) Drug 1: CCC1(CC2CC(C3=C(CCN(C2)C1)C4=CC=CC=C4N3)(C5=C(C=C6C(=C5)C78CCN9C7C(C=CC9)(C(C(C8N6C=O)(C(=O)OC)O)OC(=O)C)CC)OC)C(=O)OC)O.OS(=O)(=O)O. Drug 2: CC(C)CN1C=NC2=C1C3=CC=CC=C3N=C2N. Cell line: KM12. Synergy scores: CSS=15.8, Synergy_ZIP=-6.68, Synergy_Bliss=-5.63, Synergy_Loewe=-7.80, Synergy_HSA=-8.55. (4) Drug 1: C1=CC=C(C=C1)NC(=O)CCCCCCC(=O)NO. Drug 2: CNC(=O)C1=NC=CC(=C1)OC2=CC=C(C=C2)NC(=O)NC3=CC(=C(C=C3)Cl)C(F)(F)F. Cell line: NCI/ADR-RES. Synergy scores: CSS=38.9, Synergy_ZIP=-5.83, Synergy_Bliss=-4.81, Synergy_Loewe=-56.7, Synergy_HSA=-4.61. (5) Drug 1: CN(C)C1=NC(=NC(=N1)N(C)C)N(C)C. Drug 2: CC12CCC3C(C1CCC2O)C(CC4=C3C=CC(=C4)O)CCCCCCCCCS(=O)CCCC(C(F)(F)F)(F)F. Cell line: RPMI-8226. Synergy scores: CSS=-2.96, Synergy_ZIP=6.31, Synergy_Bliss=6.46, Synergy_Loewe=-5.73, Synergy_HSA=-3.46. (6) Drug 1: C1=C(C(=O)NC(=O)N1)F. Drug 2: CN(C)C1=NC(=NC(=N1)N(C)C)N(C)C. Cell line: HOP-62. Synergy scores: CSS=31.8, Synergy_ZIP=3.43, Synergy_Bliss=-1.04, Synergy_Loewe=-16.0, Synergy_HSA=-4.75. (7) Drug 1: CC(CN1CC(=O)NC(=O)C1)N2CC(=O)NC(=O)C2. Drug 2: CCCS(=O)(=O)NC1=C(C(=C(C=C1)F)C(=O)C2=CNC3=C2C=C(C=N3)C4=CC=C(C=C4)Cl)F. Cell line: NCI/ADR-RES. Synergy scores: CSS=1.22, Synergy_ZIP=-0.416, Synergy_Bliss=-1.55, Synergy_Loewe=-2.88, Synergy_HSA=-3.27. (8) Drug 2: CCN(CC)CCCC(C)NC1=C2C=C(C=CC2=NC3=C1C=CC(=C3)Cl)OC. Cell line: CAKI-1. Synergy scores: CSS=35.2, Synergy_ZIP=-10.2, Synergy_Bliss=-7.60, Synergy_Loewe=-8.51, Synergy_HSA=-5.59. Drug 1: C1=C(C(=O)NC(=O)N1)N(CCCl)CCCl. (9) Drug 1: COC1=NC(=NC2=C1N=CN2C3C(C(C(O3)CO)O)O)N. Drug 2: CN(CCCl)CCCl.Cl. Cell line: SNB-19. Synergy scores: CSS=5.41, Synergy_ZIP=-5.70, Synergy_Bliss=1.22, Synergy_Loewe=-22.5, Synergy_HSA=-2.34. (10) Drug 1: CCC1(CC2CC(C3=C(CCN(C2)C1)C4=CC=CC=C4N3)(C5=C(C=C6C(=C5)C78CCN9C7C(C=CC9)(C(C(C8N6C=O)(C(=O)OC)O)OC(=O)C)CC)OC)C(=O)OC)O.OS(=O)(=O)O. Drug 2: CC1C(C(CC(O1)OC2CC(CC3=C2C(=C4C(=C3O)C(=O)C5=CC=CC=C5C4=O)O)(C(=O)C)O)N)O. Cell line: NCI/ADR-RES. Synergy scores: CSS=18.7, Synergy_ZIP=-6.38, Synergy_Bliss=-0.0111, Synergy_Loewe=0.0440, Synergy_HSA=-0.193.